The task is: Predict the reaction yield, written as a fraction of the theoretical maximum amount of product (1.0 means a 100% yield; for example, 0.34 means a 34% yield).. This data is from Reaction yield outcomes from USPTO patents with 853,638 reactions. (1) The reactants are C1(P(C2C=CC=CC=2)C2C=CC=CC=2)C=CC=CC=1.Br[C:21]([Br:24])(Br)Br.[F:25][C:26]1[CH:27]=[CH:28][C:29]([O:34][CH2:35][C:36]#[C:37][C:38]2[CH:43]=[CH:42][C:41]([C:44]([F:47])([F:46])[F:45])=[CH:40][CH:39]=2)=[C:30](CO)[CH:31]=1. The catalyst is C1COCC1. The product is [F:25][C:26]1[CH:27]=[CH:28][C:29]([O:34][CH2:35][C:36]#[C:37][C:38]2[CH:43]=[CH:42][C:41]([C:44]([F:45])([F:46])[F:47])=[CH:40][CH:39]=2)=[C:30]([CH:31]=1)[CH2:21][Br:24]. The yield is 0.240. (2) The catalyst is O. The reactants are [P:1]([O:19][CH2:20]Cl)([O:11][CH2:12][C:13]1[CH:18]=[CH:17][CH:16]=[CH:15][CH:14]=1)([O:3][CH2:4][C:5]1[CH:10]=[CH:9][CH:8]=[CH:7][CH:6]=1)=[O:2].[CH2:22]([N:29]([C@@:41]([CH3:68])([CH2:52][C:53]1[CH:58]=[CH:57][C:56]([OH:59])=[C:55]([O:60][CH2:61][C:62]2[CH:67]=[CH:66][CH:65]=[CH:64][CH:63]=2)[CH:54]=1)[C:42]([O:44][CH2:45][C:46]1[CH:51]=[CH:50][CH:49]=[CH:48][CH:47]=1)=[O:43])[NH:30][C:31]([O:33][CH2:34][C:35]1[CH:40]=[CH:39][CH:38]=[CH:37][CH:36]=1)=[O:32])[C:23]1[CH:28]=[CH:27][CH:26]=[CH:25][CH:24]=1.C(#N)C.N12CCCN=C1CCCCC2. The yield is 0.0800. The product is [CH2:22]([N:29]([C@@:41]([CH3:68])([CH2:52][C:53]1[CH:58]=[CH:57][C:56]([O:59][CH2:20][O:19][P:1]([O:11][CH2:12][C:13]2[CH:18]=[CH:17][CH:16]=[CH:15][CH:14]=2)([O:3][CH2:4][C:5]2[CH:10]=[CH:9][CH:8]=[CH:7][CH:6]=2)=[O:2])=[C:55]([O:60][CH2:61][C:62]2[CH:63]=[CH:64][CH:65]=[CH:66][CH:67]=2)[CH:54]=1)[C:42]([O:44][CH2:45][C:46]1[CH:47]=[CH:48][CH:49]=[CH:50][CH:51]=1)=[O:43])[NH:30][C:31]([O:33][CH2:34][C:35]1[CH:36]=[CH:37][CH:38]=[CH:39][CH:40]=1)=[O:32])[C:23]1[CH:28]=[CH:27][CH:26]=[CH:25][CH:24]=1. (3) The reactants are [Cl-].O[NH3+:3].[C:4](=[O:7])([O-])[OH:5].[Na+].CS(C)=O.[O:13]1[C:17]2([CH2:22][CH2:21][CH:20]([N:23]3[C:28](=[O:29])[C:27]([CH2:30][C:31]4[CH:36]=[CH:35][C:34]([C:37]5[C:38]([C:43]#[N:44])=[CH:39][CH:40]=[CH:41][CH:42]=5)=[CH:33][C:32]=4[F:45])=[C:26]([CH2:46][CH2:47][CH3:48])[N:25]4[N:49]=[C:50]([CH3:52])[N:51]=[C:24]34)[CH2:19][CH2:18]2)[O:16][CH2:15][CH2:14]1. The catalyst is C(OCC)(=O)C. The product is [O:16]1[C:17]2([CH2:22][CH2:21][CH:20]([N:23]3[C:28](=[O:29])[C:27]([CH2:30][C:31]4[CH:36]=[CH:35][C:34]([C:37]5[CH:42]=[CH:41][CH:40]=[CH:39][C:38]=5[C:43]5[NH:3][C:4](=[O:7])[O:5][N:44]=5)=[CH:33][C:32]=4[F:45])=[C:26]([CH2:46][CH2:47][CH3:48])[N:25]4[N:49]=[C:50]([CH3:52])[N:51]=[C:24]34)[CH2:19][CH2:18]2)[O:13][CH2:14][CH2:15]1. The yield is 0.750. (4) The reactants are C([O:8][C:9]([C:11]1([N:16]([S:23]([C:26]2[CH:31]=[CH:30][C:29]([C:32]3[CH:37]=[CH:36][C:35]([F:38])=[CH:34][CH:33]=3)=[CH:28][CH:27]=2)(=[O:25])=[O:24])[CH2:17][CH2:18][C:19]([O:21][CH3:22])=[O:20])[CH2:15][CH2:14][CH2:13][CH2:12]1)=[O:10])C1C=CC=CC=1. The catalyst is CO.[Pd]. The product is [F:38][C:35]1[CH:34]=[CH:33][C:32]([C:29]2[CH:30]=[CH:31][C:26]([S:23]([N:16]([CH2:17][CH2:18][C:19]([O:21][CH3:22])=[O:20])[C:11]3([C:9]([OH:10])=[O:8])[CH2:15][CH2:14][CH2:13][CH2:12]3)(=[O:24])=[O:25])=[CH:27][CH:28]=2)=[CH:37][CH:36]=1. The yield is 1.00. (5) The reactants are [CH3:1][NH2:2].C[O:4][C:5](=O)[C:6]1[CH:11]=[C:10]([Cl:12])[C:9]([O:13][CH2:14][C:15]2[CH:20]=[CH:19][C:18]([O:21][CH3:22])=[CH:17][CH:16]=2)=[CH:8][C:7]=1[OH:23]. The catalyst is C1COCC1. The product is [Cl:12][C:10]1[C:9]([O:13][CH2:14][C:15]2[CH:20]=[CH:19][C:18]([O:21][CH3:22])=[CH:17][CH:16]=2)=[CH:8][C:7]([OH:23])=[C:6]([CH:11]=1)[C:5]([NH:2][CH3:1])=[O:4]. The yield is 0.950. (6) The reactants are Br[C:2]1[NH:6][C:5]([C@@H:7]2[CH2:11][CH2:10][CH2:9][N:8]2[C:12](=[O:22])[C@@H:13]([NH:17][C:18](=[O:21])[O:19][CH3:20])[CH:14]([CH3:16])[CH3:15])=[N:4][CH:3]=1.CC1(C)C(C)(C)OB([C:31]2[CH:36]=[C:35]3[CH2:37][O:38][C:39]4[CH:63]=[C:62]5[C:42]([CH:43]=[CH:44][C:45]6[N:49]=[C:48]([CH:50]7[CH2:54][CH2:53][CH2:52][N:51]7[C:55]([O:57][C:58]([CH3:61])([CH3:60])[CH3:59])=[O:56])[NH:47][C:46]=65)=[CH:41][C:40]=4[C:34]3=[CH:33][CH:32]=2)O1.C(=O)([O-])[O-].[K+].[K+]. The catalyst is COCCOC.CN(C)C=O.C1C=CC(P(C2C=CC=CC=2)[C-]2C=CC=C2)=CC=1.C1C=CC(P(C2C=CC=CC=2)[C-]2C=CC=C2)=CC=1.Cl[Pd]Cl.[Fe+2]. The product is [CH3:20][O:19][C:18]([NH:17][C@H:13]([C:12]([N:8]1[CH2:9][CH2:10][CH2:11][CH:7]1[C:5]1[NH:6][C:2]([C:31]2[CH:36]=[C:35]3[CH2:37][O:38][C:39]4[CH:63]=[C:62]5[C:42]([CH:43]=[CH:44][C:45]6[N:49]=[C:48]([CH:50]7[CH2:54][CH2:53][CH2:52][N:51]7[C:55]([O:57][C:58]([CH3:59])([CH3:60])[CH3:61])=[O:56])[NH:47][C:46]=65)=[CH:41][C:40]=4[C:34]3=[CH:33][CH:32]=2)=[CH:3][N:4]=1)=[O:22])[CH:14]([CH3:16])[CH3:15])=[O:21]. The yield is 0.590. (7) The reactants are [CH3:1][O:2][C:3]1[CH:4]=[CH:5][CH:6]=[C:7]2[C:12]=1[NH:11][C:10](=[O:13])[C:9]([C:14](OCC)=[O:15])=[CH:8]2.C1(C)C=CC=CC=1.CC(C[AlH]CC(C)C)C. The catalyst is C1COCC1. The product is [OH:15][CH2:14][C:9]1[C:10](=[O:13])[NH:11][C:12]2[C:7]([CH:8]=1)=[CH:6][CH:5]=[CH:4][C:3]=2[O:2][CH3:1]. The yield is 0.410.